This data is from Peptide-MHC class I binding affinity with 185,985 pairs from IEDB/IMGT. The task is: Regression. Given a peptide amino acid sequence and an MHC pseudo amino acid sequence, predict their binding affinity value. This is MHC class I binding data. The peptide sequence is LTFGWCFKL. The MHC is HLA-A01:01 with pseudo-sequence HLA-A01:01. The binding affinity (normalized) is 0.197.